From a dataset of Forward reaction prediction with 1.9M reactions from USPTO patents (1976-2016). Predict the product of the given reaction. (1) Given the reactants CC1C=CC(S(O[CH2:12][C@@H:13]2[O:18][C:17]3[C:19]([O:23][CH3:24])=[CH:20][CH:21]=[CH:22][C:16]=3[O:15][CH2:14]2)(=O)=O)=CC=1.[F:25][C:26]1[CH:34]=[C:33]2[C:29]([C:30]([C:35]3[CH2:36][CH2:37][NH:38][CH2:39][CH:40]=3)=[CH:31][NH:32]2)=[CH:28][CH:27]=1.C(=O)(O)[O-].[Na+], predict the reaction product. The product is: [F:25][C:26]1[CH:34]=[C:33]2[C:29]([C:30]([C:35]3[CH2:36][CH2:37][N:38]([CH2:12][CH:13]4[O:18][C:17]5[C:19]([O:23][CH3:24])=[CH:20][CH:21]=[CH:22][C:16]=5[O:15][CH2:14]4)[CH2:39][CH:40]=3)=[CH:31][NH:32]2)=[CH:28][CH:27]=1. (2) Given the reactants [O:1]1[CH:5]=[CH:4][CH2:3][CH2:2]1.C([Li])(C)(C)C.[CH2:11]([Sn:15](Cl)([CH2:20][CH2:21][CH2:22][CH3:23])[CH2:16][CH2:17][CH2:18][CH3:19])[CH2:12][CH2:13][CH3:14], predict the reaction product. The product is: [CH2:20]([Sn:15]([CH2:11][CH2:12][CH2:13][CH3:14])([CH2:16][CH2:17][CH2:18][CH3:19])[C:5]1[O:1][CH2:2][CH2:3][CH:4]=1)[CH2:21][CH2:22][CH3:23]. (3) Given the reactants Br[C:2]1[CH:3]=[N:4][CH:5]=[C:6]2[C:11]=1[N:10]=[C:9]([C:12]([NH:14][CH2:15][C:16]([F:19])([F:18])[F:17])=[O:13])[CH:8]=[CH:7]2.[F:20][C:21]1[CH:22]=[C:23](B(O)O)[CH:24]=[CH:25][CH:26]=1.C(=O)([O-])[O-].[Cs+].[Cs+], predict the reaction product. The product is: [F:20][C:21]1[CH:26]=[C:25]([C:2]2[CH:3]=[N:4][CH:5]=[C:6]3[C:11]=2[N:10]=[C:9]([C:12]([NH:14][CH2:15][C:16]([F:19])([F:18])[F:17])=[O:13])[CH:8]=[CH:7]3)[CH:24]=[CH:23][CH:22]=1.